From a dataset of Full USPTO retrosynthesis dataset with 1.9M reactions from patents (1976-2016). Predict the reactants needed to synthesize the given product. Given the product [Cl:20][C:17]1[CH:18]=[CH:19][C:14]([CH:7]([NH:6][C:4]([CH2:3][NH:2][C:27]([C:24]2[CH:23]=[C:22]([CH3:21])[O:26][N:25]=2)=[O:28])=[O:5])[C:8]2[CH:13]=[CH:12][CH:11]=[CH:10][CH:9]=2)=[CH:15][CH:16]=1, predict the reactants needed to synthesize it. The reactants are: Cl.[NH2:2][CH2:3][C:4]([NH:6][CH:7]([C:14]1[CH:19]=[CH:18][C:17]([Cl:20])=[CH:16][CH:15]=1)[C:8]1[CH:13]=[CH:12][CH:11]=[CH:10][CH:9]=1)=[O:5].[CH3:21][C:22]1[O:26][N:25]=[C:24]([C:27](O)=[O:28])[CH:23]=1.